Dataset: Forward reaction prediction with 1.9M reactions from USPTO patents (1976-2016). Task: Predict the product of the given reaction. (1) Given the reactants Br[C:2]1[O:6][C:5]([CH3:7])=[C:4]([CH:8]=[O:9])[CH:3]=1.[CH3:10][O:11][C:12]([C:14]1[CH:15]=[C:16](B(O)O)[CH:17]=[CH:18][CH:19]=1)=[O:13].C(=O)([O-])[O-].[Na+].[Na+].COCCOC, predict the reaction product. The product is: [CH:8]([C:4]1[CH:3]=[C:2]([C:18]2[CH:19]=[C:14]([CH:15]=[CH:16][CH:17]=2)[C:12]([O:11][CH3:10])=[O:13])[O:6][C:5]=1[CH3:7])=[O:9]. (2) Given the reactants [CH:1]([NH:4][CH2:5][C@@H:6]1[C@H:10]2[O:11][C:12]([CH3:15])([CH3:14])[O:13][C@H:9]2[C@H:8]([N:16]2[CH:24]=[N:23][C:22]3[C:17]2=[N:18][CH:19]=[N:20][C:21]=3[NH2:25])[O:7]1)([CH3:3])[CH3:2].O=[CH:27][CH2:28][CH2:29][CH2:30][C:31]([O:33][CH2:34][CH3:35])=[O:32].[BH-](OC(C)=O)(OC(C)=O)OC(C)=O.[Na+].C([O-])(O)=O.[Na+], predict the reaction product. The product is: [NH2:25][C:21]1[N:20]=[CH:19][N:18]=[C:17]2[C:22]=1[N:23]=[CH:24][N:16]2[C@H:8]1[C@@H:9]2[O:13][C:12]([CH3:15])([CH3:14])[O:11][C@@H:10]2[C@@H:6]([CH2:5][N:4]([CH:1]([CH3:3])[CH3:2])[CH2:27][CH2:28][CH2:29][CH2:30][C:31]([O:33][CH2:34][CH3:35])=[O:32])[O:7]1. (3) Given the reactants [C:1]([O:5][C:6](=[O:29])[N:7]([CH2:9][C@H:10]1[CH2:15][CH2:14][C@H:13]([O:16][CH2:17][CH2:18][CH2:19][CH2:20][O:21]CC2C=CC=CC=2)[CH2:12][CH2:11]1)[CH3:8])([CH3:4])([CH3:3])[CH3:2], predict the reaction product. The product is: [C:1]([O:5][C:6](=[O:29])[N:7]([CH2:9][C@H:10]1[CH2:11][CH2:12][C@H:13]([O:16][CH2:17][CH2:18][CH2:19][CH2:20][OH:21])[CH2:14][CH2:15]1)[CH3:8])([CH3:2])([CH3:4])[CH3:3]. (4) The product is: [CH2:33]([N:30]([CH2:31][CH3:32])[C:29]1[C:5]([C:3]([OH:4])=[O:2])=[CH:6][C:7]2[N:11]=[C:10]([NH:12][C:13]3[S:14][C:15]4[CH:21]=[C:20]([O:22][C:23]([F:25])([F:26])[F:24])[CH:19]=[CH:18][C:16]=4[N:17]=3)[N:9]([CH3:27])[C:8]=2[CH:28]=1)[CH3:34]. Given the reactants C[O:2][C:3]([C:5]1[C:29]([N:30]([CH2:33][CH3:34])[CH2:31][CH3:32])=[CH:28][C:8]2[N:9]([CH3:27])[C:10]([NH:12][C:13]3[S:14][C:15]4[CH:21]=[C:20]([O:22][C:23]([F:26])([F:25])[F:24])[CH:19]=[CH:18][C:16]=4[N:17]=3)=[N:11][C:7]=2[CH:6]=1)=[O:4].[OH-].[Li+], predict the reaction product. (5) Given the reactants [C:1]([N:5]1[C:9]([CH2:10][CH2:11][CH:12]=O)=[CH:8][C:7]([CH2:14][CH2:15][CH3:16])=[N:6]1)([CH3:4])([CH3:3])[CH3:2].[CH3:17][CH:18]1[CH2:23][NH:22][CH2:21][CH2:20][N:19]1[C:24]1[CH:25]=[C:26]([CH3:30])[CH:27]=[CH:28][CH:29]=1.CCN(C(C)C)C(C)C.[BH-](OC(C)=O)(OC(C)=O)OC(C)=O.[Na+], predict the reaction product. The product is: [C:1]([N:5]1[C:9]([CH2:10][CH2:11][CH2:12][N:22]2[CH2:21][CH2:20][N:19]([C:24]3[CH:25]=[C:26]([CH3:30])[CH:27]=[CH:28][CH:29]=3)[CH:18]([CH3:17])[CH2:23]2)=[CH:8][C:7]([CH2:14][CH2:15][CH3:16])=[N:6]1)([CH3:4])([CH3:3])[CH3:2]. (6) Given the reactants [Cl:1][C:2]1[C:3]([C:8]2[N:12]([CH2:13][C:14]([F:17])([F:16])[F:15])[N:11]=[CH:10][C:9]=2[C:18]([O:20]CC)=[O:19])=[N:4][CH:5]=[CH:6][CH:7]=1.[Li+].[OH-].O.Cl, predict the reaction product. The product is: [Cl:1][C:2]1[C:3]([C:8]2[N:12]([CH2:13][C:14]([F:16])([F:17])[F:15])[N:11]=[CH:10][C:9]=2[C:18]([OH:20])=[O:19])=[N:4][CH:5]=[CH:6][CH:7]=1. (7) The product is: [NH2:1][C:2]1[C:7]2[C:8]([C:11]3[CH:16]=[CH:15][C:14]([F:17])=[C:13]([Cl:18])[CH:12]=3)=[CH:9][S:10][C:6]=2[C:5]([Br:26])=[CH:4][N:3]=1. Given the reactants [NH2:1][C:2]1[C:7]2[C:8]([C:11]3[CH:16]=[CH:15][C:14]([F:17])=[C:13]([Cl:18])[CH:12]=3)=[CH:9][S:10][C:6]=2[CH:5]=[CH:4][N:3]=1.C1C(=O)N([Br:26])C(=O)C1.[O-]S([O-])=O.[Na+].[Na+].C(OCC)(=O)C, predict the reaction product.